From a dataset of Forward reaction prediction with 1.9M reactions from USPTO patents (1976-2016). Predict the product of the given reaction. Given the reactants [Br:1][C:2]1[CH:7]=[C:6]([F:8])[CH:5]=[C:4]([N+:9]([O-:11])=[O:10])[C:3]=1[OH:12].[C:13](=O)([O-])[O-].[K+].[K+].IC, predict the reaction product. The product is: [Br:1][C:2]1[CH:7]=[C:6]([F:8])[CH:5]=[C:4]([N+:9]([O-:11])=[O:10])[C:3]=1[O:12][CH3:13].